From a dataset of Full USPTO retrosynthesis dataset with 1.9M reactions from patents (1976-2016). Predict the reactants needed to synthesize the given product. (1) Given the product [Cl:1][C:2]1[CH:3]=[CH:4][C:5]([C:8]2[CH:13]=[CH:12][CH:11]=[CH:10][C:9]=2[C@H:14]([O:32][P:38]([O:42][CH2:43][CH3:44])([O:39][CH2:40][CH3:41])=[O:45])[CH:15]2[CH2:20][CH2:19][N:18]([C:21]3[CH:22]=[CH:23][C:24]([C:25]([O:27][CH2:28][CH3:29])=[O:26])=[CH:30][CH:31]=3)[CH2:17][CH2:16]2)=[CH:6][CH:7]=1, predict the reactants needed to synthesize it. The reactants are: [Cl:1][C:2]1[CH:7]=[CH:6][C:5]([C:8]2[CH:13]=[CH:12][CH:11]=[CH:10][C:9]=2[C@H:14]([OH:32])[CH:15]2[CH2:20][CH2:19][N:18]([C:21]3[CH:31]=[CH:30][C:24]([C:25]([O:27][CH2:28][CH3:29])=[O:26])=[CH:23][CH:22]=3)[CH2:17][CH2:16]2)=[CH:4][CH:3]=1.C(Br)(Br)(Br)Br.[P:38]([O:45]CC)([O:42][CH2:43][CH3:44])[O:39][CH2:40][CH3:41]. (2) Given the product [NH2:1][C:4]1[CH:9]=[CH:8][CH:7]=[CH:6][C:5]=1[C:10]1[S:14][C:13]([NH:15][C:16]([N:18]2[CH2:19][CH2:20][O:21][CH2:22][CH2:23]2)=[O:17])=[N:12][N:11]=1, predict the reactants needed to synthesize it. The reactants are: [N+:1]([C:4]1[CH:9]=[CH:8][CH:7]=[CH:6][C:5]=1[C:10]1[S:14][C:13]([NH:15][C:16]([N:18]2[CH2:23][CH2:22][O:21][CH2:20][CH2:19]2)=[O:17])=[N:12][N:11]=1)([O-])=O.O.[Cl-].[NH4+]. (3) Given the product [CH:20]([C@H:17]1[CH2:16][CH2:15][C@H:14]([C@H:11]2[CH2:12][CH2:13][C@H:8]([C:5]3[CH:4]=[CH:3][C:2]([CH3:1])=[CH:7][CH:6]=3)[CH2:9][CH2:10]2)[CH2:19][CH2:18]1)=[CH2:21], predict the reactants needed to synthesize it. The reactants are: [CH3:1][C:2]1[CH:7]=[CH:6][C:5]([C@H:8]2[CH2:13][CH2:12][C@H:11]([C@H:14]3[CH2:19][CH2:18][C@H:17]([CH:20]4OC(=O)[CH2:21]4)[CH2:16][CH2:15]3)[CH2:10][CH2:9]2)=[CH:4][CH:3]=1.